This data is from Catalyst prediction with 721,799 reactions and 888 catalyst types from USPTO. The task is: Predict which catalyst facilitates the given reaction. (1) Product: [NH2:34][CH2:36][C:37]([NH:8][C:6]1[CH:5]=[C:4]([C:11]2[S:33][C:14]3=[N:15][C:16]([N:20]4[CH2:25][CH2:24][NH:23][CH2:22][CH2:21]4)=[CH:17][C:18](=[O:19])[N:13]3[N:12]=2)[CH:3]=[C:2]([Br:1])[CH:7]=1)=[O:38]. The catalyst class is: 314. Reactant: [Br:1][C:2]1[CH:3]=[C:4]([C:11]2[S:33][C:14]3=[N:15][C:16]([N:20]4[CH2:25][CH2:24][N:23](C(OC(C)(C)C)=O)[CH2:22][CH2:21]4)=[CH:17][C:18](=[O:19])[N:13]3[N:12]=2)[CH:5]=[C:6]([N+:8]([O-])=O)[CH:7]=1.[NH4+:34].[Cl-].[CH3:36][CH2:37][O:38]C(C)=O. (2) Reactant: [Na].[S:2]1C=CC=C1CC(O)=O.Br[CH2:12][CH2:13][CH2:14][CH2:15][CH2:16][CH2:17][CH2:18][CH2:19][CH2:20][CH2:21][CH2:22][CH2:23][CH2:24][CH2:25][CH2:26][C:27]([OH:29])=[O:28].[OH-].[Na+].Cl. Product: [SH:2][CH2:12][CH2:13][CH2:14][CH2:15][CH2:16][CH2:17][CH2:18][CH2:19][CH2:20][CH2:21][CH2:22][CH2:23][CH2:24][CH2:25][CH2:26][C:27]([OH:29])=[O:28]. The catalyst class is: 5. (3) Reactant: [C:1]([C:3]1[CH:8]=[CH:7][CH:6]=[CH:5][CH:4]=1)#[CH:2].[Li][CH2:10]CCC.[C:14]1([C:20]#[C:21][C:22]2[CH:29]=[CH:28][CH:27]=[CH:26][C:23]=2[CH:24]=[O:25])[CH:19]=[CH:18][CH:17]=[CH:16][CH:15]=1.IC. Product: [CH3:10][O:25][CH:24]([C:23]1[CH:26]=[CH:27][CH:28]=[CH:29][C:22]=1[C:21]#[C:20][C:14]1[CH:15]=[CH:16][CH:17]=[CH:18][CH:19]=1)[C:2]#[C:1][C:3]1[CH:8]=[CH:7][CH:6]=[CH:5][CH:4]=1. The catalyst class is: 1. (4) Reactant: FC(F)(F)C(O)=O.[C:8]([C:12]1[CH:61]=[CH:60][C:15]2[NH:16][C:17]([CH2:19][CH2:20][CH:21]3[CH2:24][CH:23]([N:25]([CH2:28][C@@H:29]4[C@H:33]5[O:34]C(C)(C)[O:36][C@H:32]5[C@H:31]([N:39]5[C:43]6[N:44]=[CH:45][N:46]=[C:47]([NH:48]CC7C=CC(OC)=CC=7OC)[C:42]=6[CH:41]=[CH:40]5)[CH2:30]4)[CH2:26][CH3:27])[CH2:22]3)=[N:18][C:14]=2[CH:13]=1)([CH3:11])([CH3:10])[CH3:9].C([SiH](CC)CC)C.C([O-])([O-])=O.[K+].[K+]. Product: [NH2:48][C:47]1[C:42]2[CH:41]=[CH:40][N:39]([C@@H:31]3[CH2:30][C@H:29]([CH2:28][N:25]([CH:23]4[CH2:22][CH:21]([CH2:20][CH2:19][C:17]5[NH:16][C:15]6[CH:60]=[CH:61][C:12]([C:8]([CH3:10])([CH3:9])[CH3:11])=[CH:13][C:14]=6[N:18]=5)[CH2:24]4)[CH2:26][CH3:27])[C@@H:33]([OH:34])[C@H:32]3[OH:36])[C:43]=2[N:44]=[CH:45][N:46]=1. The catalyst class is: 24. (5) Reactant: [C:1]1([C:7]2[C:12]([C:13]#[N:14])=[CH:11][N:10]=[C:9]([S:15]C3C=CC=CC=3)[C:8]=2[C:22]#[N:23])[CH:6]=[CH:5][CH:4]=[CH:3][CH:2]=1.[S-2].[Na+].[Na+].Cl. Product: [C:1]1([C:7]2[C:12]([C:13]#[N:14])=[CH:11][N:10]=[C:9]([SH:15])[C:8]=2[C:22]#[N:23])[CH:2]=[CH:3][CH:4]=[CH:5][CH:6]=1. The catalyst class is: 3. (6) Reactant: [C:1]([N:4]1[C:12]2[CH:11]=[C:10]([C:13]([F:16])([F:15])[F:14])[CH:9]=[C:8]([C:17]([O:19][CH3:20])=[O:18])[C:7]=2[CH:6]=[N:5]1)(=O)[CH3:2].C(=O)([O-])[O-].[Cs+].[Cs+].Br[CH:28]1[CH2:32]CC[CH2:29]1. Product: [CH:1]1([N:4]2[C:12]3[CH:11]=[C:10]([C:13]([F:16])([F:15])[F:14])[CH:9]=[C:8]([C:17]([O:19][CH3:20])=[O:18])[C:7]=3[CH:6]=[N:5]2)[CH2:32][CH2:28][CH2:29][CH2:2]1. The catalyst class is: 10. (7) Reactant: [OH-].[Na+].[CH:3]1[C:13]2[C:12](=[CH:14][CH2:15][CH2:16][O:17][C:18]3[CH:23]=[CH:22][C:21]([CH2:24][CH:25]([O:31][CH2:32][CH3:33])[C:26]([O:28]CC)=[O:27])=[CH:20][CH:19]=3)[C:11]3[CH:34]=[CH:35][CH:36]=[CH:37][C:10]=3[CH2:9][O:8][C:7]=2[CH:6]=[CH:5][CH:4]=1. Product: [CH:3]1[C:13]2[C:12](=[CH:14][CH2:15][CH2:16][O:17][C:18]3[CH:23]=[CH:22][C:21]([CH2:24][CH:25]([O:31][CH2:32][CH3:33])[C:26]([OH:28])=[O:27])=[CH:20][CH:19]=3)[C:11]3[CH:34]=[CH:35][CH:36]=[CH:37][C:10]=3[CH2:9][O:8][C:7]=2[CH:6]=[CH:5][CH:4]=1. The catalyst class is: 8.